Dataset: Full USPTO retrosynthesis dataset with 1.9M reactions from patents (1976-2016). Task: Predict the reactants needed to synthesize the given product. (1) Given the product [CH3:12][N:13]1[C:21]([C:22]2[CH:27]=[CH:26][CH:25]=[CH:24][CH:23]=2)=[C:20]2[C:15]([C:16]3([C:36]4[CH:41]=[CH:40][CH:39]=[CH:38][CH:37]=4)[CH:31]=[C:30]([C:32]#[N:33])[C:29](=[O:34])[CH:28]([CH3:35])[CH:17]3[CH2:18][CH2:19]2)=[N:14]1, predict the reactants needed to synthesize it. The reactants are: BrN1C(C)(C)C(=O)N(Br)C1=O.[CH3:12][N:13]1[C:21]([C:22]2[CH:27]=[CH:26][CH:25]=[CH:24][CH:23]=2)=[C:20]2[C:15]([C:16]3([C:36]4[CH:41]=[CH:40][CH:39]=[CH:38][CH:37]=4)[CH2:31][CH:30]([C:32]#[N:33])[C:29](=[O:34])[CH:28]([CH3:35])[CH:17]3[CH2:18][CH2:19]2)=[N:14]1.N1C=CC=CC=1. (2) Given the product [CH3:27][N:26]1[C@@H:23]2[CH2:24][C:25]3=[CH:9][CH:10]=[C:11]([OH:12])[C:13]4[O:17][C@H:16]5[C:18]([CH2:20][CH2:21][C@@H:22]2[C@:15]5([C:14]=43)[CH2:29][CH2:28]1)=[O:19], predict the reactants needed to synthesize it. The reactants are: N#N.CC(C)([O-])C.[K+].[CH:9]1[C:25]2[CH2:24][C@H:23]3[N:26]([CH2:28][CH2:29][C@@:15]45[C@H:22]3[CH:21]=[CH:20][C@H:18]([OH:19])[C@@H:16]4[O:17][C:13]([C:14]=25)=[C:11]([OH:12])[CH:10]=1)[CH3:27].CO.[NH4+].[OH-].